This data is from Full USPTO retrosynthesis dataset with 1.9M reactions from patents (1976-2016). The task is: Predict the reactants needed to synthesize the given product. (1) Given the product [CH3:1][C:2]1[N:3]=[CH:4][C:5]([N:8]2[CH2:9][CH2:10][C:11](=[O:14])[CH2:12][CH2:13]2)=[N:6][CH:7]=1, predict the reactants needed to synthesize it. The reactants are: [CH3:1][C:2]1[N:3]=[CH:4][C:5]([N:8]2[CH2:13][CH2:12][CH:11]([OH:14])[CH2:10][CH2:9]2)=[N:6][CH:7]=1.CC(OI1(OC(C)=O)(OC(C)=O)OC(=O)C2C=CC=CC1=2)=O.[O-]S([O-])(=S)=O.[Na+].[Na+].C([O-])(O)=O.[Na+]. (2) Given the product [CH3:1][O:2][C:3](=[O:14])[CH2:4][O:5][C:6]1[CH:11]=[CH:10][C:9]([F:12])=[C:8]2[C:7]=1[C:18](=[O:17])[C:19]([CH2:24][C:25]1[CH:26]=[CH:27][C:28]([O:31][CH3:32])=[CH:29][CH:30]=1)=[C:20]([CH2:21][CH3:22])[NH:13]2, predict the reactants needed to synthesize it. The reactants are: [CH3:1][O:2][C:3](=[O:14])[CH2:4][O:5][C:6]1[CH:11]=[CH:10][C:9]([F:12])=[C:8]([NH2:13])[CH:7]=1.C([O:17][C:18](=O)[CH:19]([CH2:24][C:25]1[CH:30]=[CH:29][C:28]([O:31][CH3:32])=[CH:27][CH:26]=1)[C:20](=O)[CH2:21][CH3:22])C.